This data is from Forward reaction prediction with 1.9M reactions from USPTO patents (1976-2016). The task is: Predict the product of the given reaction. Given the reactants [CH3:1][N:2]1[CH:7]=[C:6](B2OC(C)(C)C(C)(C)O2)[CH:5]=[CH:4][C:3]1=[O:17].Br[C:19]1[CH:20]=[CH:21][C:22]([NH2:27])=[N:23][C:24]=1[O:25][CH3:26].C(=O)([O-])[O-].[K+].[K+], predict the reaction product. The product is: [NH2:27][C:22]1[N:23]=[C:24]([O:25][CH3:26])[C:19]([C:6]2[CH:5]=[CH:4][C:3](=[O:17])[N:2]([CH3:1])[CH:7]=2)=[CH:20][CH:21]=1.